Task: Predict the reactants needed to synthesize the given product.. Dataset: Full USPTO retrosynthesis dataset with 1.9M reactions from patents (1976-2016) (1) Given the product [F:31][C:2]([F:1])([F:30])/[C:3](/[C:19]1[CH:20]=[CH:21][C:22]([N:25]2[CH:29]=[CH:28][CH:27]=[N:26]2)=[CH:23][CH:24]=1)=[CH:4]\[C:5]1[NH:6][CH:7]=[C:8]([CH2:10][C:11]2([C:14]([F:15])([F:16])[F:17])[CH2:12][CH2:13]2)[N:9]=1, predict the reactants needed to synthesize it. The reactants are: [F:1][C:2]([F:31])([F:30])[C@@:3]([C:19]1[CH:24]=[CH:23][C:22]([N:25]2[CH:29]=[CH:28][CH:27]=[N:26]2)=[CH:21][CH:20]=1)(O)[CH2:4][C:5]1[NH:6][CH:7]=[C:8]([CH2:10][C:11]2([C:14]([F:17])([F:16])[F:15])[CH2:13][CH2:12]2)[N:9]=1.C(OC(=O)C)(=O)C.[OH-].[Na+]. (2) Given the product [Br:32][C:19]1[O:18][C:17]([CH:4]([O:5][C:6]2[C:7]([F:16])=[C:8]([C:12]([F:15])=[CH:13][CH:14]=2)[C:9]([NH2:11])=[O:10])[CH2:3][CH2:2][N:34]([CH3:35])[CH3:33])=[N:21][C:20]=1[C:22]1[CH:27]=[CH:26][C:25]([C:28]([F:31])([F:30])[F:29])=[CH:24][CH:23]=1, predict the reactants needed to synthesize it. The reactants are: Br[CH2:2][CH2:3][CH:4]([C:17]1[O:18][C:19]([Br:32])=[C:20]([C:22]2[CH:27]=[CH:26][C:25]([C:28]([F:31])([F:30])[F:29])=[CH:24][CH:23]=2)[N:21]=1)[O:5][C:6]1[C:7]([F:16])=[C:8]([C:12]([F:15])=[CH:13][CH:14]=1)[C:9]([NH2:11])=[O:10].[CH3:33][NH:34][CH3:35].